From a dataset of Full USPTO retrosynthesis dataset with 1.9M reactions from patents (1976-2016). Predict the reactants needed to synthesize the given product. (1) Given the product [C:1]([O:5][C:6]([N:8]1[CH2:13][CH2:12][CH2:11][CH2:10][C@@H:9]1[C:14](=[S:26])[NH2:15])=[O:7])([CH3:4])([CH3:3])[CH3:2], predict the reactants needed to synthesize it. The reactants are: [C:1]([O:5][C:6]([N:8]1[CH2:13][CH2:12][CH2:11][CH2:10][C@@H:9]1[C:14](=O)[NH2:15])=[O:7])([CH3:4])([CH3:3])[CH3:2].COC1C=CC(P2(SP(C3C=CC(OC)=CC=3)(=S)S2)=[S:26])=CC=1. (2) The reactants are: [CH3:1][N:2]1[CH:6]=[C:5]([C:7]([OH:9])=O)[N:4]=[CH:3]1.C1C=NC2N(O)N=NC=2C=1.CCN=C=NCCCN(C)C.Cl.[F:32][C:33]1[CH:50]=[CH:49][C:36]([C:37]([N:39]2[CH2:44][CH2:43][CH2:42][C@H:41]([C:45]([NH:47]O)=[NH:46])[CH2:40]2)=[O:38])=[CH:35][CH:34]=1. Given the product [F:32][C:33]1[CH:50]=[CH:49][C:36]([C:37]([N:39]2[CH2:44][CH2:43][CH2:42][C@H:41]([C:45]3[N:47]=[C:7]([C:5]4[N:4]=[CH:3][N:2]([CH3:1])[CH:6]=4)[O:9][N:46]=3)[CH2:40]2)=[O:38])=[CH:35][CH:34]=1, predict the reactants needed to synthesize it. (3) Given the product [NH:15]([CH:4]=[C:5]([C:8]1[CH:13]=[CH:12][CH:11]=[CH:10][N:9]=1)[C:6]#[N:7])[NH2:16], predict the reactants needed to synthesize it. The reactants are: C(O[CH:4]=[C:5]([C:8]1[CH:13]=[CH:12][CH:11]=[CH:10][N:9]=1)[C:6]#[N:7])C.O.[NH2:15][NH2:16]. (4) Given the product [CH3:30][C:31]1[C:36]([C:2]2[C:3]3[CH:10]=[C:9]([CH2:11][O:12][C:13]4[CH:14]=[CH:15][C:16]([C:19]5([CH2:24][C:25]([O:27][CH2:28][CH3:29])=[O:26])[CH2:22][C:21](=[O:23])[CH2:20]5)=[CH:17][CH:18]=4)[CH:8]=[CH:7][C:4]=3[S:5][CH:6]=2)=[CH:35][CH:34]=[CH:33][N:32]=1, predict the reactants needed to synthesize it. The reactants are: Br[C:2]1[C:3]2[CH:10]=[C:9]([CH2:11][O:12][C:13]3[CH:18]=[CH:17][C:16]([C:19]4([CH2:24][C:25]([O:27][CH2:28][CH3:29])=[O:26])[CH2:22][C:21](=[O:23])[CH2:20]4)=[CH:15][CH:14]=3)[CH:8]=[CH:7][C:4]=2[S:5][CH:6]=1.[CH3:30][C:31]1[C:36](B(O)O)=[CH:35][CH:34]=[CH:33][N:32]=1.C(Cl)Cl. (5) Given the product [S:12]1[C:16]2[CH:17]=[CH:18][CH:19]=[CH:20][C:15]=2[N:14]=[C:13]1[C:25]1([OH:32])[C:24]2[C:28](=[CH:29][CH:30]=[C:22]([Cl:21])[CH:23]=2)[NH:27][C:26]1=[O:31], predict the reactants needed to synthesize it. The reactants are: C([Li])CCC.CCCCCC.[S:12]1[C:16]2[CH:17]=[CH:18][CH:19]=[CH:20][C:15]=2[N:14]=[CH:13]1.[Cl:21][C:22]1[CH:23]=[C:24]2[C:28](=[CH:29][CH:30]=1)[NH:27][C:26](=[O:31])[C:25]2=[O:32].[Cl-].[NH4+]. (6) Given the product [F:1][C:2]1[CH:11]=[C:10]([F:12])[CH:9]=[C:8]2[C:3]=1[C:4]([NH:20][C:21]1[CH:22]=[C:23]([N:28]3[CH2:33][CH2:32][O:31][CH2:30][CH2:29]3)[N:24]=[CH:25][C:26]=1[C:42]1[CH:47]=[N:46][C:45]([C:48]#[N:49])=[CH:44][CH:43]=1)=[C:5]([CH3:19])[C:6]([C:13]1[CH:18]=[CH:17][CH:16]=[CH:15][N:14]=1)=[N:7]2, predict the reactants needed to synthesize it. The reactants are: [F:1][C:2]1[CH:11]=[C:10]([F:12])[CH:9]=[C:8]2[C:3]=1[C:4]([NH:20][C:21]1[C:26](I)=[CH:25][N:24]=[C:23]([N:28]3[CH2:33][CH2:32][O:31][CH2:30][CH2:29]3)[CH:22]=1)=[C:5]([CH3:19])[C:6]([C:13]1[CH:18]=[CH:17][CH:16]=[CH:15][N:14]=1)=[N:7]2.CC1(C)C(C)(C)OB([C:42]2[CH:43]=[CH:44][C:45]([C:48]#[N:49])=[N:46][CH:47]=2)O1.C1(P(C2CCCCC2)C2CCCCC2)CCCCC1.[O-]P([O-])([O-])=O.[K+].[K+].[K+]. (7) Given the product [Br:10][C:11]1[CH:16]=[C:15]([CH:14]=[CH:13][CH:12]=1)[O:9][CH2:8][CH:1]1[CH2:7][CH2:6][CH2:5][CH2:4][CH2:3][CH2:2]1, predict the reactants needed to synthesize it. The reactants are: [CH:1]1([CH2:8][OH:9])[CH2:7][CH2:6][CH2:5][CH2:4][CH2:3][CH2:2]1.[Br:10][C:11]1[CH:12]=[C:13](O)[CH:14]=[CH:15][CH:16]=1. (8) Given the product [Br:9][C:10]1[S:14][C:13]([N:15]([CH3:1])[C:16](=[O:18])[CH3:17])=[N:12][CH:11]=1, predict the reactants needed to synthesize it. The reactants are: [C:1](=O)([O-])[O-].[K+].[K+].CI.[Br:9][C:10]1[S:14][C:13]([NH:15][C:16](=[O:18])[CH3:17])=[N:12][CH:11]=1.O.